Dataset: Experimentally validated miRNA-target interactions with 360,000+ pairs, plus equal number of negative samples. Task: Binary Classification. Given a miRNA mature sequence and a target amino acid sequence, predict their likelihood of interaction. The miRNA is mmu-miR-669f-5p with sequence AGUUGUGUGUGCAUGUGCAUGUGU. The protein sequence of the target gene is MLNEGLCCGAWAMKGTLLLVSSVGLLLPGVGSCPMKCLCHPSSNSVDCSGQGLSKVPRDLPPWTVTLLLQDNRIHWLPALAFQSVSLLSTLNLSNNSLSNLAAEAFYGLPHLRVLNVTQNSLLSIESSFAHALPGLRELDLSSNSLRILPTSLGKPWENLTVFAVQQNHLLHLDRELLEAMPKVRLVLLKDNPWICDCHLLGLKLWLERFTFQGGETDGAICRLPEPWQGKALLSIPHELYQPCSLPSQDLAPSLVQQPGSAPQDAQKSHENSSGQQDPLECEAKPKPKPTNLRHAVATV.... Result: 1 (interaction).